Dataset: Rat liver microsome stability data. Task: Regression/Classification. Given a drug SMILES string, predict its absorption, distribution, metabolism, or excretion properties. Task type varies by dataset: regression for continuous measurements (e.g., permeability, clearance, half-life) or binary classification for categorical outcomes (e.g., BBB penetration, CYP inhibition). Dataset: rlm. (1) The drug is CS(=O)(=O)CCNCc1ccc(-c2ccc3ncnc(Nc4ccc(OCc5cccc(F)c5)c(Cl)c4)c3c2)o1. The result is 1 (stable in rat liver microsomes). (2) The result is 0 (unstable in rat liver microsomes). The drug is CN(C)C(=O)c1nc(-c2ccc(S(C)(=O)=O)cc2)c2cnccn12. (3) The molecule is Cn1ncnc1C1c2nnc(O)c3cccc(c23)NC1c1ccc(F)cc1. The result is 0 (unstable in rat liver microsomes). (4) The compound is O=C1CN(Cc2ccc(-c3ccc(F)c(CN4CCCCC4)n3)cc2)C(=O)N1C1CC1. The result is 0 (unstable in rat liver microsomes).